Dataset: Forward reaction prediction with 1.9M reactions from USPTO patents (1976-2016). Task: Predict the product of the given reaction. Given the reactants C([NH:5][S:6]([C:9]1[CH:14]=[CH:13][CH:12]=[CH:11][C:10]=1[C:15]1[CH:20]=[CH:19][C:18]([NH:21][C:22]([CH2:24][C:25]2[N:26]=[C:27]([NH:30][C:31](=[O:39])[C:32]3[CH:37]=[CH:36][C:35]([Cl:38])=[CH:34][CH:33]=3)[S:28][CH:29]=2)=[O:23])=[C:17]([F:40])[CH:16]=1)(=[O:8])=[O:7])(C)(C)C.Cl, predict the reaction product. The product is: [Cl:38][C:35]1[CH:34]=[CH:33][C:32]([C:31]([NH:30][C:27]2[S:28][CH:29]=[C:25]([CH2:24][C:22](=[O:23])[NH:21][C:18]3[CH:19]=[CH:20][C:15]([C:10]4[CH:11]=[CH:12][CH:13]=[CH:14][C:9]=4[S:6](=[O:7])(=[O:8])[NH2:5])=[CH:16][C:17]=3[F:40])[N:26]=2)=[O:39])=[CH:37][CH:36]=1.